This data is from Reaction yield outcomes from USPTO patents with 853,638 reactions. The task is: Predict the reaction yield, written as a fraction of the theoretical maximum amount of product (1.0 means a 100% yield; for example, 0.34 means a 34% yield). (1) The reactants are C(OC([N:8]1[CH2:24][CH2:23][N:11]2[CH2:12][C:13]3[C:18]([C@@H:10]2[CH2:9]1)=[CH:17][CH:16]=[CH:15][C:14]=3[C:19]([F:22])([F:21])[F:20])=O)(C)(C)C.[ClH:25]. No catalyst specified. The product is [ClH:25].[ClH:25].[F:21][C:19]([F:20])([F:22])[C:14]1[CH:15]=[CH:16][CH:17]=[C:18]2[C:13]=1[CH2:12][N:11]1[CH2:23][CH2:24][NH:8][CH2:9][C@H:10]12. The yield is 0.990. (2) The reactants are Cl[S:2]([N:5]=[C:6]=[O:7])(=[O:4])=[O:3].[CH2:8]([OH:15])[C:9]1[CH:14]=[CH:13][CH:12]=[CH:11][CH:10]=1.[NH2:16][CH2:17][C:18]1[C:26]2[S:25](=[O:28])(=[O:27])[N:24]=[C:23]([C:29]3[C:30](=[O:49])[N:31]([CH2:41][C:42]4[CH:47]=[CH:46][C:45]([F:48])=[CH:44][CH:43]=4)[C@@H:32]4[C@H:37]([C:38]=3[OH:39])[C@@H:36]3[CH2:40][C@H:33]4[CH2:34][CH2:35]3)[NH:22][C:21]=2[S:20][CH:19]=1.C(N(CC)CC)C. The catalyst is ClCCl. The product is [F:48][C:45]1[CH:46]=[CH:47][C:42]([CH2:41][N:31]2[C:30](=[O:49])[C:29]([C:23]3[NH:22][C:21]4[S:20][CH:19]=[C:18]([CH2:17][NH:16][S:2]([NH:5][C:6](=[O:7])[O:15][CH2:8][C:9]5[CH:14]=[CH:13][CH:12]=[CH:11][CH:10]=5)(=[O:4])=[O:3])[C:26]=4[S:25](=[O:27])(=[O:28])[N:24]=3)=[C:38]([OH:39])[C@H:37]3[C@@H:32]2[C@H:33]2[CH2:40][C@@H:36]3[CH2:35][CH2:34]2)=[CH:43][CH:44]=1. The yield is 0.860. (3) The reactants are CC1N=C(N2C(=O)N(CC3C=CC(C(F)(F)F)=CC=3)N=C2)SC=1C(O)=O.[F:27][C:28]1[CH:49]=[CH:48][C:31]([CH2:32][N:33]2[C:37](=[O:38])[N:36]([C:39]3[S:40][C:41]([C:45]([OH:47])=O)=[C:42]([CH3:44])[N:43]=3)[CH:35]=[N:34]2)=[CH:30][CH:29]=1.[N:50]1[CH:55]=[CH:54][CH:53]=[C:52]([CH2:56][NH2:57])[CH:51]=1. No catalyst specified. The product is [F:27][C:28]1[CH:49]=[CH:48][C:31]([CH2:32][N:33]2[C:37](=[O:38])[N:36]([C:39]3[S:40][C:41]([C:45]([NH:57][CH2:56][C:52]4[CH:51]=[N:50][CH:55]=[CH:54][CH:53]=4)=[O:47])=[C:42]([CH3:44])[N:43]=3)[CH:35]=[N:34]2)=[CH:30][CH:29]=1. The yield is 0.680. (4) The reactants are [F:1][C:2]([F:6])([F:5])[CH2:3][OH:4].[Br:7][C:8]1[CH:9]=[N:10][CH:11]=[C:12](Br)[CH:13]=1. No catalyst specified. The product is [Br:7][C:8]1[CH:9]=[N:10][CH:11]=[C:12]([O:4][CH2:3][C:2]([F:6])([F:5])[F:1])[CH:13]=1. The yield is 0.700. (5) The reactants are [CH2:1]([O:3][C:4](=[O:32])[CH:5]([C:10]1[CH:11]=[C:12]([C:22]2[CH:27]=[CH:26][C:25]([C:28]([F:31])([F:30])[F:29])=[CH:24][CH:23]=2)[CH:13]=[C:14]([CH:16]2[CH2:21][CH2:20][CH2:19][NH:18][CH2:17]2)[CH:15]=1)[CH2:6][CH:7]([CH3:9])[CH3:8])[CH3:2].[F:33][C:34]([F:46])([F:45])[C:35]1[CH:40]=[CH:39][CH:38]=[CH:37][C:36]=1[S:41](Cl)(=[O:43])=[O:42].C(N(C(C)C)CC)(C)C. The catalyst is C(Cl)Cl.CCOC(C)=O. The product is [CH2:1]([O:3][C:4](=[O:32])[CH:5]([C:10]1[CH:11]=[C:12]([C:22]2[CH:23]=[CH:24][C:25]([C:28]([F:29])([F:30])[F:31])=[CH:26][CH:27]=2)[CH:13]=[C:14]([CH:16]2[CH2:21][CH2:20][CH2:19][N:18]([S:41]([C:36]3[CH:37]=[CH:38][CH:39]=[CH:40][C:35]=3[C:34]([F:33])([F:45])[F:46])(=[O:43])=[O:42])[CH2:17]2)[CH:15]=1)[CH2:6][CH:7]([CH3:9])[CH3:8])[CH3:2]. The yield is 0.790. (6) The reactants are [Br:1][C:2]1[CH:3]=[C:4]([N+:12]([O-:14])=[O:13])[C:5]2[N:9]=[C:8]([CH3:10])[NH:7][C:6]=2[CH:11]=1.Br[CH2:16][C:17]1[C:26]2[C:21](=[CH:22][CH:23]=[CH:24][CH:25]=2)[CH:20]=[CH:19][CH:18]=1.C([O-])([O-])=O.[K+].[K+]. The catalyst is CN(C=O)C. The product is [Br:1][C:2]1[CH:3]=[C:4]([N+:12]([O-:14])=[O:13])[C:5]2[N:9]=[C:8]([CH3:10])[N:7]([CH2:16][C:17]3[C:26]4[C:21](=[CH:22][CH:23]=[CH:24][CH:25]=4)[CH:20]=[CH:19][CH:18]=3)[C:6]=2[CH:11]=1. The yield is 1.00. (7) The reactants are [CH:1]1(Br)[CH2:5][CH2:4][CH2:3][CH2:2]1.S(C)C.[Si:10]([O:17][CH2:18][CH:19]1[CH2:21][N@@:20]1[C:22]([O:24][C:25]([CH3:28])([CH3:27])[CH3:26])=[O:23])([C:13]([CH3:16])([CH3:15])[CH3:14])([CH3:12])[CH3:11]. The catalyst is C1COCC1.CCOCC. The product is [CH:1]1([CH2:21][C@H:19]([NH:20][C:22](=[O:23])[O:24][C:25]([CH3:28])([CH3:27])[CH3:26])[CH2:18][O:17][Si:10]([C:13]([CH3:15])([CH3:16])[CH3:14])([CH3:12])[CH3:11])[CH2:5][CH2:4][CH2:3][CH2:2]1. The yield is 0.810.